The task is: Predict the product of the given reaction.. This data is from Forward reaction prediction with 1.9M reactions from USPTO patents (1976-2016). (1) Given the reactants B.C1COCC1.[Br:7][C:8]1[CH:9]=[C:10]([CH:14]=[C:15]([I:17])[CH:16]=1)[C:11](O)=[O:12], predict the reaction product. The product is: [Br:7][C:8]1[CH:9]=[C:10]([CH2:11][OH:12])[CH:14]=[C:15]([I:17])[CH:16]=1. (2) Given the reactants [N:1]1[C:10]2[C:5](=[CH:6][N:7]=[CH:8][C:9]=2[C:11]([OH:13])=O)[CH:4]=[CH:3][CH:2]=1.Cl.[CH3:15][O:16][CH2:17][CH:18]([C:20]1[CH:25]=[CH:24][C:23]([O:26][C:27]([F:30])([F:29])[F:28])=[CH:22][CH:21]=1)[NH2:19].O.ON1C2C=CC=CC=2N=N1.Cl.CN(C)CCCN=C=NCC.C(=O)([O-])O.[Na+], predict the reaction product. The product is: [CH3:15][O:16][CH2:17][CH:18]([NH:19][C:11]([C:9]1[CH:8]=[N:7][CH:6]=[C:5]2[C:10]=1[N:1]=[CH:2][CH:3]=[CH:4]2)=[O:13])[C:20]1[CH:21]=[CH:22][C:23]([O:26][C:27]([F:28])([F:30])[F:29])=[CH:24][CH:25]=1. (3) Given the reactants [C:1]([O:5][CH:6]([C:11]1[N:16]([CH3:17])[C:15](=[O:18])[C:14]2[NH:19][CH:20]=[CH:21][C:13]=2[C:12]=1[C:22]1[C:23]([CH3:32])=[C:24]2[C:29](=[CH:30][CH:31]=1)[O:28][CH2:27][CH2:26][CH2:25]2)[C:7]([O:9]C)=[O:8])([CH3:4])([CH3:3])[CH3:2].Br[CH2:34][CH:35]1[CH2:40][CH2:39][O:38][CH2:37][CH2:36]1, predict the reaction product. The product is: [C:1]([O:5][CH:6]([C:11]1[N:16]([CH3:17])[C:15](=[O:18])[C:14]2[N:19]([CH2:34][CH:35]3[CH2:40][CH2:39][O:38][CH2:37][CH2:36]3)[CH:20]=[CH:21][C:13]=2[C:12]=1[C:22]1[C:23]([CH3:32])=[C:24]2[C:29](=[CH:30][CH:31]=1)[O:28][CH2:27][CH2:26][CH2:25]2)[C:7]([OH:9])=[O:8])([CH3:4])([CH3:3])[CH3:2]. (4) The product is: [O:1]1[C:5]2[CH:6]=[CH:7][C:8]([CH2:10][N:11]3[C:20](=[O:21])[C:19]4[C:14](=[CH:15][CH:16]=[C:17]([C:22]([O:24][CH2:36][C:33]5[CH:34]=[CH:35][N:30]=[CH:31][CH:32]=5)=[O:23])[CH:18]=4)[NH:13][C:12]3=[O:25])=[CH:9][C:4]=2[O:3][CH2:2]1. Given the reactants [O:1]1[C:5]2[CH:6]=[CH:7][C:8]([CH2:10][N:11]3[C:20](=[O:21])[C:19]4[C:14](=[CH:15][CH:16]=[C:17]([C:22]([OH:24])=[O:23])[CH:18]=4)[NH:13][C:12]3=[O:25])=[CH:9][C:4]=2[O:3][CH2:2]1.S(Cl)(Cl)=O.[N:30]1[CH:35]=[CH:34][C:33]([CH2:36]O)=[CH:32][CH:31]=1.C(N(CC)CC)C, predict the reaction product. (5) Given the reactants Cl.[CH2:2]([C:4]1[C:5]([NH:25]CC2C=CC(OC)=CC=2)=[N:6][C:7]([O:23][CH3:24])=[C:8]([C:10]2[CH:15]=[CH:14][C:13]([O:16][C:17]([F:20])([F:19])[F:18])=[CH:12][C:11]=2[O:21][CH3:22])[N:9]=1)[CH3:3], predict the reaction product. The product is: [CH2:2]([C:4]1[C:5]([NH2:25])=[N:6][C:7]([O:23][CH3:24])=[C:8]([C:10]2[CH:15]=[CH:14][C:13]([O:16][C:17]([F:18])([F:19])[F:20])=[CH:12][C:11]=2[O:21][CH3:22])[N:9]=1)[CH3:3]. (6) Given the reactants C(Cl)(=O)C(Cl)=O.[S:7]1[CH2:12][CH2:11][CH:10]([C:13]([OH:15])=O)[CH2:9][CH2:8]1.Cl.[Br:17][C:18]1[CH:19]=[C:20]([NH:24][NH2:25])[CH:21]=[CH:22][CH:23]=1.C(N(CC)CC)C, predict the reaction product. The product is: [Br:17][C:18]1[CH:19]=[C:20]([NH:24][NH:25][C:13]([CH:10]2[CH2:9][CH2:8][S:7][CH2:12][CH2:11]2)=[O:15])[CH:21]=[CH:22][CH:23]=1. (7) Given the reactants [Br:1][C:2]1[CH:3]=[C:4]([C:9]2([CH3:16])[NH:14][C:13](=S)[CH2:12][O:11][CH2:10]2)[CH:5]=[CH:6][C:7]=1[F:8].[NH3:17].C(OO)(C)(C)C, predict the reaction product. The product is: [Br:1][C:2]1[CH:3]=[C:4]([C:9]2([CH3:16])[CH2:10][O:11][CH2:12][C:13]([NH2:17])=[N:14]2)[CH:5]=[CH:6][C:7]=1[F:8]. (8) The product is: [F:14][C:15]1[CH:16]=[CH:17][C:18]([C:21]2[O:25][N:24]=[C:23]([C:26]([N:10]3[CH2:9][C@H:8]([CH:11]=[CH2:12])[NH:7][C:6](=[O:13])[C@@H:5]3[CH2:1][CH:2]([CH3:4])[CH3:3])=[O:27])[CH:22]=2)=[CH:19][CH:20]=1. Given the reactants [CH2:1]([C@@H:5]1[NH:10][CH2:9][C@H:8]([CH:11]=[CH2:12])[NH:7][C:6]1=[O:13])[CH:2]([CH3:4])[CH3:3].[F:14][C:15]1[CH:20]=[CH:19][C:18]([C:21]2[O:25][N:24]=[C:23]([C:26](O)=[O:27])[CH:22]=2)=[CH:17][CH:16]=1.C1C=C2N=NN(O)C2=CC=1.O.C(Cl)CCl.C(N(C(C)C)CC)(C)C, predict the reaction product. (9) Given the reactants [F:1][C:2]1[CH:3]=[C:4]([CH:35]=[CH:36][CH:37]=1)[CH2:5][N:6]1[C:14]2[C:9](=[CH:10][C:11]([NH:15][C:16]3[C:21]4=[C:22]([CH2:25][N:26]5[CH2:31][CH2:30][CH:29]([C:32](O)=[O:33])[CH2:28][CH2:27]5)[CH:23]=[CH:24][N:20]4[N:19]=[CH:18][N:17]=3)=[CH:12][CH:13]=2)[CH:8]=[N:7]1.C(Cl)CCl.[NH:42]1[CH2:47][CH2:46][NH:45][CH2:44][CH2:43]1, predict the reaction product. The product is: [F:1][C:2]1[CH:3]=[C:4]([CH:35]=[CH:36][CH:37]=1)[CH2:5][N:6]1[C:14]2[C:9](=[CH:10][C:11]([NH:15][C:16]3[C:21]4=[C:22]([CH2:25][N:26]5[CH2:31][CH2:30][CH:29]([C:32]([N:42]6[CH2:47][CH2:46][NH:45][CH2:44][CH2:43]6)=[O:33])[CH2:28][CH2:27]5)[CH:23]=[CH:24][N:20]4[N:19]=[CH:18][N:17]=3)=[CH:12][CH:13]=2)[CH:8]=[N:7]1.